This data is from Catalyst prediction with 721,799 reactions and 888 catalyst types from USPTO. The task is: Predict which catalyst facilitates the given reaction. (1) Reactant: [CH3:1][O:2][C:3]1[CH:8]=[CH:7][C:6]([C:9](=[O:18])[CH2:10][CH2:11][C:12]2[CH:17]=[CH:16][CH:15]=[CH:14][CH:13]=2)=[CH:5][CH:4]=1.[C:19](Cl)(=[O:28])[C:20]1[CH:25]=[CH:24][C:23]([O:26][CH3:27])=[CH:22][CH:21]=1.C(O)(=O)CC(CC(O)=O)(C(O)=O)O. Product: [CH3:27][O:26][C:23]1[CH:24]=[CH:25][C:20]([C:19](=[O:28])[CH:10]([CH2:11][C:12]2[CH:17]=[CH:16][CH:15]=[CH:14][CH:13]=2)[C:9]([C:6]2[CH:7]=[CH:8][C:3]([O:2][CH3:1])=[CH:4][CH:5]=2)=[O:18])=[CH:21][CH:22]=1. The catalyst class is: 1. (2) Reactant: [CH3:1][O:2][C:3](=[O:12])[C:4]1[CH:9]=[CH:8][C:7]([CH3:10])=[CH:6][C:5]=1[F:11].[Br:13]N1C(=O)CCC1=O. The catalyst class is: 340. Product: [CH3:1][O:2][C:3](=[O:12])[C:4]1[CH:9]=[CH:8][C:7]([CH2:10][Br:13])=[CH:6][C:5]=1[F:11]. (3) Reactant: Br[C:2]1[CH:3]=[C:4]2[C:9](=[CH:10][CH:11]=1)[N:8]=[C:7]([C:12]1[CH:13]=[N:14][CH:15]=[CH:16][CH:17]=1)[N:6]=[C:5]2[NH:18][CH3:19].CC1(C)C(C)(C)OB([C:28]2[CH:29]=[C:30]([CH:35]=[CH:36][CH:37]=2)[C:31]([O:33][CH3:34])=[O:32])O1.C([O-])([O-])=O.[K+].[K+].O1CCOCC1. The catalyst class is: 263. Product: [CH3:19][NH:18][C:5]1[C:4]2[C:9](=[CH:10][CH:11]=[C:2]([C:28]3[CH:29]=[C:30]([CH:35]=[CH:36][CH:37]=3)[C:31]([O:33][CH3:34])=[O:32])[CH:3]=2)[N:8]=[C:7]([C:12]2[CH:13]=[N:14][CH:15]=[CH:16][CH:17]=2)[N:6]=1. (4) Reactant: [C:1]([O:5][C:6]([O:8][C:9]1[CH:10]=[C:11]2[C:27](=[CH:28][CH:29]=1)[C:26]1[CH2:25][CH2:24][N:23]3[C@H:14]([CH2:15][C@H:16]4[C@@H:21]([CH2:22]3)[CH2:20][C@@H:19]([OH:30])[C@H:18]([O:31][CH3:32])[C@H:17]4[C:33]([O:35][CH3:36])=[O:34])[C:13]=1[NH:12]2)=[O:7])([CH3:4])([CH3:3])[CH3:2].[CH2:37]([O:39][C:40]([O:42][C:43]1[C:51]([O:52][CH3:53])=[CH:50][C:46]([C:47](O)=[O:48])=[CH:45][C:44]=1[O:54][CH3:55])=[O:41])[CH3:38].C1CCC(N=C=NC2CCCCC2)CC1. Product: [C:1]([O:5][C:6]([O:8][C:9]1[CH:10]=[C:11]2[C:27](=[CH:28][CH:29]=1)[C:26]1[CH2:25][CH2:24][N:23]3[C@H:14]([CH2:15][C@H:16]4[C@@H:21]([CH2:22]3)[CH2:20][C@@H:19]([O:30][C:47]([C:46]3[CH:45]=[C:44]([O:54][CH3:55])[C:43]([O:42][C:40]([O:39][CH2:37][CH3:38])=[O:41])=[C:51]([O:52][CH3:53])[CH:50]=3)=[O:48])[C@H:18]([O:31][CH3:32])[C@H:17]4[C:33]([O:35][CH3:36])=[O:34])[C:13]=1[NH:12]2)=[O:7])([CH3:4])([CH3:3])[CH3:2]. The catalyst class is: 79. (5) Reactant: [H-].[Na+].[C:3]([O:11][CH2:12][CH3:13])(=[O:10])[CH2:4][C:5]([O:7][CH2:8][CH3:9])=[O:6].[F:14][C:15]1[C:22]([CH3:23])=[CH:21][CH:20]=[CH:19][C:16]=1[CH2:17]Br.O. Product: [CH2:12]([O:11][C:3](=[O:10])[CH:4]([CH2:17][C:16]1[CH:19]=[CH:20][CH:21]=[C:22]([CH3:23])[C:15]=1[F:14])[C:5]([O:7][CH2:8][CH3:9])=[O:6])[CH3:13]. The catalyst class is: 216. (6) Reactant: [CH3:1][C:2]1[CH:6]=[C:5]([CH3:7])[N:4]([C:8]2[CH:13]=[CH:12][CH:11]=[C:10]([O:14][C:15]3[CH:20]=[CH:19][C:18]([C:21]4[CH:26]=[CH:25][CH:24]=[CH:23][C:22]=4[N+:27]([O-])=O)=[CH:17][CH:16]=3)[CH:9]=2)[N:3]=1.C1C=CC(P(C2C=CC=CC=2)C2C=CC=CC=2)=CC=1. Product: [CH3:1][C:2]1[CH:6]=[C:5]([CH3:7])[N:4]([C:8]2[CH:9]=[C:10]([CH:11]=[CH:12][CH:13]=2)[O:14][C:15]2[CH:20]=[CH:19][C:18]3[C:21]4[C:22](=[CH:23][CH:24]=[CH:25][CH:26]=4)[NH:27][C:17]=3[CH:16]=2)[N:3]=1. The catalyst class is: 262.